From a dataset of HIV replication inhibition screening data with 41,000+ compounds from the AIDS Antiviral Screen. Binary Classification. Given a drug SMILES string, predict its activity (active/inactive) in a high-throughput screening assay against a specified biological target. The drug is CN(CC(=O)O)S(=O)(=O)c1ccc(F)cc1. The result is 0 (inactive).